Dataset: Catalyst prediction with 721,799 reactions and 888 catalyst types from USPTO. Task: Predict which catalyst facilitates the given reaction. (1) Reactant: [F:1][C:2]1[CH:7]=[CH:6][C:5]([C:8]2[C:20]([CH:21]=[O:22])=[C:19]([CH:23]([CH3:25])[CH3:24])[CH:18]=[C:17]3[C:9]=2[C:10](=[O:26])[CH2:11][C:12]2([O:16]3)[CH2:15][CH2:14][CH2:13]2)=[CH:4][CH:3]=1.[C:27]([C:31]1[CH:36]=[CH:35][C:34]([Mg]Br)=[CH:33][CH:32]=1)([CH3:30])([CH3:29])[CH3:28].[Cl-].[NH4+]. Product: [C:27]([C:31]1[CH:36]=[CH:35][C:34]([CH:21]([OH:22])[C:20]2[C:8]([C:5]3[CH:6]=[CH:7][C:2]([F:1])=[CH:3][CH:4]=3)=[C:9]3[C:17](=[CH:18][C:19]=2[CH:23]([CH3:24])[CH3:25])[O:16][C:12]2([CH2:15][CH2:14][CH2:13]2)[CH2:11][C:10]3=[O:26])=[CH:33][CH:32]=1)([CH3:30])([CH3:29])[CH3:28]. The catalyst class is: 632. (2) The catalyst class is: 2. Product: [OH:19][C:20]1[C:21](=[O:22])[C:13]2[CH:8]3[C:7]([CH3:31])([CH:11]([OH:12])[CH2:10][CH2:9]3)[CH2:6][CH:5]([O:4][C:2](=[O:3])[CH3:1])[C:14]=2[C:15]2([CH3:30])[C:16]=1[C:17](=[CH:18][N:43]1[CH2:42][CH2:41][N:40]([CH2:39][CH2:38][N:35]3[CH2:34][CH2:33][O:32][CH2:37][CH2:36]3)[CH2:45][CH2:44]1)[C:23](=[O:24])[O:25][CH:26]2[CH2:27][O:28][CH3:29]. Reactant: [CH3:1][C:2]([O:4][C@H:5]1[C:14]2[C@@:15]3([CH3:30])[C@@H:26]([CH2:27][O:28][CH3:29])[O:25][C:23](=[O:24])[C:17]4=[CH:18][O:19][C:20]([C:21](=[O:22])[C:13]=2[C@@H:8]2[CH2:9][CH2:10][C@H:11]([OH:12])[C@@:7]2([CH3:31])[CH2:6]1)=[C:16]34)=[O:3].[O:32]1[CH2:37][CH2:36][N:35]([CH2:38][CH2:39][N:40]2[CH2:45][CH2:44][NH:43][CH2:42][CH2:41]2)[CH2:34][CH2:33]1.